Dataset: Forward reaction prediction with 1.9M reactions from USPTO patents (1976-2016). Task: Predict the product of the given reaction. (1) The product is: [C:39]([C:42]1[CH:43]=[C:44]([S:48]([NH:51][C:36]([C:30]2[C:31]([O:34][CH3:35])=[N:32][CH:33]=[C:28]([C:15]3[C:16]([N:18]4[C:22]([CH3:23])=[CH:21][C:20]([C:24]([F:26])([F:27])[F:25])=[N:19]4)=[N:17][C:12]([NH:11][C:5]4[CH:6]=[C:7]([O:9][CH3:10])[CH:8]=[C:3]([O:2][CH3:1])[CH:4]=4)=[N:13][CH:14]=3)[CH:29]=2)=[O:37])(=[O:49])=[O:50])[CH:45]=[CH:46][CH:47]=1)(=[O:41])[CH3:40]. Given the reactants [CH3:1][O:2][C:3]1[CH:4]=[C:5]([NH:11][C:12]2[N:17]=[C:16]([N:18]3[C:22]([CH3:23])=[CH:21][C:20]([C:24]([F:27])([F:26])[F:25])=[N:19]3)[C:15]([C:28]3[CH:29]=[C:30]([C:36](O)=[O:37])[C:31]([O:34][CH3:35])=[N:32][CH:33]=3)=[CH:14][N:13]=2)[CH:6]=[C:7]([O:9][CH3:10])[CH:8]=1.[C:39]([C:42]1[CH:43]=[C:44]([S:48]([NH2:51])(=[O:50])=[O:49])[CH:45]=[CH:46][CH:47]=1)(=[O:41])[CH3:40].C(N(CC)CC)C.[I-].ClC1C=CC=C[N+]=1C, predict the reaction product. (2) Given the reactants [CH2:1]([NH:5][C:6](=[O:35])[C@H:7]([CH3:34])[CH2:8][C@H:9]([OH:33])[C@@H:10]([NH:22][C:23](=[O:32])[CH2:24][CH2:25][S:26]([CH2:29][CH:30]=[CH2:31])(=[O:28])=[O:27])[CH2:11][C:12]1[CH:17]=[CH:16][CH:15]=[C:14]([O:18][CH2:19]C=C)[CH:13]=1)[CH2:2][CH2:3][CH3:4], predict the reaction product. The product is: [CH2:1]([NH:5][C:6](=[O:35])[C@H:7]([CH3:34])[CH2:8][C@H:9]([OH:33])[C@@H:10]1[CH2:11][C:12]2[CH:13]=[C:14]([CH:15]=[CH:16][CH:17]=2)[O:18][CH2:19][CH2:31][CH2:30][CH2:29][S:26](=[O:28])(=[O:27])[CH2:25][CH2:24][C:23](=[O:32])[NH:22]1)[CH2:2][CH2:3][CH3:4].